From a dataset of Forward reaction prediction with 1.9M reactions from USPTO patents (1976-2016). Predict the product of the given reaction. (1) Given the reactants [CH3:1][N:2]1[C:10]2[C:5](=[CH:6][CH:7]=[CH:8][CH:9]=2)[CH:4]=[C:3]1B(O)O.Br[C:15]1[CH:16]=[N:17][CH:18]=[CH:19][C:20]=1[CH2:21][OH:22].P([O-])([O-])([O-])=O.[K+].[K+].[K+], predict the reaction product. The product is: [CH3:1][N:2]1[C:10]2[C:5](=[CH:6][CH:7]=[CH:8][CH:9]=2)[CH:4]=[C:3]1[C:15]1[CH:16]=[N:17][CH:18]=[CH:19][C:20]=1[CH2:21][OH:22]. (2) Given the reactants [S:1]1[C:9]2[CH2:8][CH2:7][NH:6][CH2:5][C:4]=2[CH:3]=[C:2]1[C:10]([O:12][CH3:13])=[O:11].C(N(CC)CC)C.[CH3:21][C:22]([O:25][C:26](O[C:26]([O:25][C:22]([CH3:24])([CH3:23])[CH3:21])=[O:27])=[O:27])([CH3:24])[CH3:23].O, predict the reaction product. The product is: [S:1]1[C:9]2[CH2:8][CH2:7][N:6]([C:26]([O:25][C:22]([CH3:24])([CH3:23])[CH3:21])=[O:27])[CH2:5][C:4]=2[CH:3]=[C:2]1[C:10]([O:12][CH3:13])=[O:11].